Dataset: Forward reaction prediction with 1.9M reactions from USPTO patents (1976-2016). Task: Predict the product of the given reaction. (1) Given the reactants [F:1][C:2]([F:18])([F:17])[C:3]1[CH:4]=[C:5]([CH:9]=[CH:10][C:11]=1[O:12][C@H:13]([CH2:15][CH3:16])[CH3:14])[C:6]([OH:8])=O.C(Cl)CCl.C1C=CC2N(O)N=NC=2C=1.CC(C)CC1C=CC(C2O[N:45]=[C:44]([C:47]3[CH:52]=[CH:51][C:50]([CH2:53][OH:54])=[CH:49][CH:48]=3)[N:43]=2)=CC=1, predict the reaction product. The product is: [CH3:14][C@H:13]([O:12][C:11]1[CH:10]=[CH:9][C:5]([C:6]2[O:8][N:45]=[C:44]([C:47]3[CH:52]=[CH:51][C:50]([CH2:53][OH:54])=[CH:49][CH:48]=3)[N:43]=2)=[CH:4][C:3]=1[C:2]([F:1])([F:18])[F:17])[CH2:15][CH3:16]. (2) Given the reactants [F:1][C:2]1[C:9]([CH2:10][CH2:11][OH:12])=[C:8]([F:13])[CH:7]=[CH:6][C:3]=1[CH:4]=O.FC(F)(F)C(O)=O.[CH:21]([C:24]1[S:25][CH:26]=[C:27]([C:29]([N:31]2[CH2:36][C:35]3([CH2:41][CH2:40][NH:39][CH2:38][CH2:37]3)[O:34][CH2:33][CH2:32]2)=[O:30])[N:28]=1)([CH3:23])[CH3:22].C(O)(=O)C, predict the reaction product. The product is: [F:1][C:2]1[C:9]([CH2:10][CH2:11][OH:12])=[C:8]([F:13])[CH:7]=[CH:6][C:3]=1[CH2:4][N:39]1[CH2:40][CH2:41][C:35]2([O:34][CH2:33][CH2:32][N:31]([C:29]([C:27]3[N:28]=[C:24]([CH:21]([CH3:22])[CH3:23])[S:25][CH:26]=3)=[O:30])[CH2:36]2)[CH2:37][CH2:38]1. (3) The product is: [Cl:24][C:18]1[CH:19]=[CH:20][CH:21]=[C:22]([F:23])[C:17]=1[CH2:16][CH:15]([C:25]1[S:29][C:28]([C:30]2[CH:31]=[CH:32][C:33]([C:36]([F:39])([F:38])[F:37])=[CH:34][CH:35]=2)=[N:27][C:26]=1[CH3:40])[S:14][C:11]1[CH:12]=[CH:13][C:8]([O:7][CH2:6][C:5]([O-:42])=[O:4])=[C:9]([CH3:41])[CH:10]=1.[K+:53]. Given the reactants C([O:4][C:5](=[O:42])[CH2:6][O:7][C:8]1[CH:13]=[CH:12][C:11]([S:14][CH:15]([C:25]2[S:29][C:28]([C:30]3[CH:35]=[CH:34][C:33]([C:36]([F:39])([F:38])[F:37])=[CH:32][CH:31]=3)=[N:27][C:26]=2[CH3:40])[CH2:16][C:17]2[C:22]([F:23])=[CH:21][CH:20]=[CH:19][C:18]=2[Cl:24])=[CH:10][C:9]=1[CH3:41])C=C.C(C(CCCC)C([O-])=O)C.[K+:53], predict the reaction product. (4) Given the reactants [F:1][C:2]1[CH:7]=[CH:6][C:5]([CH:8]2[N:12]([S:13]([C:16]3[CH:21]=[CH:20][C:19]([CH3:22])=[CH:18][CH:17]=3)(=[O:15])=[O:14])[CH:11]([CH2:23][C:24]([NH:26][OH:27])=[NH:25])[CH2:10][CH2:9]2)=[CH:4][CH:3]=1.[C:28](O)(=O)[CH3:29], predict the reaction product. The product is: [F:1][C:2]1[CH:7]=[CH:6][C:5]([CH:8]2[N:12]([S:13]([C:16]3[CH:21]=[CH:20][C:19]([CH3:22])=[CH:18][CH:17]=3)(=[O:14])=[O:15])[CH:11]([CH2:23][C:24]3[N:25]=[C:28]([CH3:29])[O:27][N:26]=3)[CH2:10][CH2:9]2)=[CH:4][CH:3]=1. (5) Given the reactants [N+:1]([C:4]1[CH:5]=[C:6]([C:14]2[CH2:15][CH2:16][NH:17][CH2:18][CH:19]=2)[CH:7]=[C:8]([C:10]([F:13])([F:12])[F:11])[CH:9]=1)([O-:3])=[O:2].C=O.[C:22](O[BH-](OC(=O)C)OC(=O)C)(=O)C.[Na+], predict the reaction product. The product is: [CH3:22][N:17]1[CH2:16][CH:15]=[C:14]([C:6]2[CH:7]=[C:8]([C:10]([F:11])([F:12])[F:13])[CH:9]=[C:4]([N+:1]([O-:3])=[O:2])[CH:5]=2)[CH2:19][CH2:18]1. (6) Given the reactants [F:1][C:2]([F:15])([F:14])[C:3]1[C:11]([C:12]#[N:13])=[CH:10][CH:9]=[C:8]2[C:4]=1[CH:5]=[CH:6][NH:7]2.Cl.Cl[CH2:18][C:19]1[N:20]=[CH:21][S:22][CH:23]=1, predict the reaction product. The product is: [S:22]1[CH:23]=[C:19]([CH2:18][N:7]2[C:8]3[C:4](=[C:3]([C:2]([F:14])([F:1])[F:15])[C:11]([C:12]#[N:13])=[CH:10][CH:9]=3)[CH:5]=[CH:6]2)[N:20]=[CH:21]1.